This data is from Catalyst prediction with 721,799 reactions and 888 catalyst types from USPTO. The task is: Predict which catalyst facilitates the given reaction. (1) Reactant: Cl[C:2]1[C:11]2[C:6](=[C:7]([Br:12])[CH:8]=[CH:9][CH:10]=2)[CH:5]=[CH:4][N:3]=1.[CH3:13][C:14]1[N:18]([CH3:19])[C:17]([C:20]2[CH:21]=[C:22]([CH:24]=[CH:25][CH:26]=2)[NH2:23])=[CH:16][N:15]=1.C(=O)([O-])[O-].[K+].[K+]. Product: [Br:12][C:7]1[CH:8]=[CH:9][CH:10]=[C:11]2[C:6]=1[CH:5]=[CH:4][N:3]=[C:2]2[NH:23][C:22]1[CH:24]=[CH:25][CH:26]=[C:20]([C:17]2[N:18]([CH3:19])[C:14]([CH3:13])=[N:15][CH:16]=2)[CH:21]=1. The catalyst class is: 13. (2) Reactant: [C:1]([O:4][C:5]1[CH:29]=[CH:28][C:8]([C:9]([NH:11][C:12]2[CH:13]=[C:14]([C:24]([O:26][CH3:27])=[O:25])[S:15][C:16]=2[NH:17][CH:18]2[CH2:23][CH2:22][CH2:21][CH2:20][CH2:19]2)=O)=[CH:7][CH:6]=1)(=[O:3])[CH3:2].COC1C=CC(P2(SP(C3C=CC(OC)=CC=3)(=S)S2)=[S:39])=CC=1.C(=O)([O-])O.[Na+]. Product: [C:1]([O:4][C:5]1[CH:29]=[CH:28][C:8]([C:9]([NH:11][C:12]2[CH:13]=[C:14]([C:24]([O:26][CH3:27])=[O:25])[S:15][C:16]=2[NH:17][CH:18]2[CH2:23][CH2:22][CH2:21][CH2:20][CH2:19]2)=[S:39])=[CH:7][CH:6]=1)(=[O:3])[CH3:2]. The catalyst class is: 7. (3) Reactant: C(N(C(C)C)C(C)C)C.[CH2:10]([O:17][C:18](Cl)=[O:19])[C:11]1[CH:16]=[CH:15][CH:14]=[CH:13][CH:12]=1.O1CCCCC1[O:27][C:28]([C:30]12[CH2:37][CH2:36][C:33]([NH:38][CH2:39][C:40]([N:42]3[CH2:46][C@@H:45]([F:47])[CH2:44][C@H:43]3[C:48]#[N:49])=[O:41])([CH2:34][CH2:35]1)[CH2:32][CH2:31]2)=[O:29].Cl. Product: [CH2:10]([O:17][C:18]([N:38]([CH2:39][C:40]([N:42]1[CH2:46][C@@H:45]([F:47])[CH2:44][C@H:43]1[C:48]#[N:49])=[O:41])[C:33]12[CH2:36][CH2:37][C:30]([C:28]([OH:29])=[O:27])([CH2:35][CH2:34]1)[CH2:31][CH2:32]2)=[O:19])[C:11]1[CH:16]=[CH:15][CH:14]=[CH:13][CH:12]=1. The catalyst class is: 38. (4) Reactant: [Br:1][C:2]1[CH:3]=[C:4]([C:9]([F:12])([F:11])[F:10])[C:5]([NH2:8])=[N:6][CH:7]=1.Br[CH2:14][C:15](=O)[C:16]([O:18][CH2:19][CH3:20])=[O:17]. Product: [CH2:19]([O:18][C:16]([C:15]1[N:8]=[C:5]2[C:4]([C:9]([F:12])([F:10])[F:11])=[CH:3][C:2]([Br:1])=[CH:7][N:6]2[CH:14]=1)=[O:17])[CH3:20]. The catalyst class is: 3. (5) Reactant: C(N=C=NCCCN(C)C)C.[C:12]([O:16][C:17]([NH:19][C@@H:20]1[CH2:25][CH2:24][C@H:23]([C:26]([OH:28])=O)[CH2:22][CH2:21]1)=[O:18])([CH3:15])([CH3:14])[CH3:13].OC1[C:38]2N=N[NH:35][C:34]=2[CH:33]=CC=1.C(N)(C)C. Product: [C:12]([O:16][C:17](=[O:18])[NH:19][C@H:20]1[CH2:21][CH2:22][C@@H:23]([C:26](=[O:28])[NH:35][CH:34]([CH3:38])[CH3:33])[CH2:24][CH2:25]1)([CH3:13])([CH3:14])[CH3:15]. The catalyst class is: 3. (6) Reactant: [N:1]1[CH:6]=[CH:5][CH:4]=[CH:3][C:2]=1[CH2:7][C:8]([N:10]1[C:18]2[C:13](=[CH:14][C:15]([NH2:19])=[CH:16][CH:17]=2)[CH2:12][CH2:11]1)=[O:9].[F:20][C:21]([F:37])([F:36])[C:22]1[CH:27]=[CH:26][C:25]([C:28]2[CH2:32][CH2:31][CH2:30][C:29]=2[C:33](O)=[O:34])=[CH:24][CH:23]=1.F[P-](F)(F)(F)(F)F.N1(O[P+](N2CCCC2)(N2CCCC2)N2CCCC2)C2C=CC=CC=2N=N1.C(N(C(C)C)CC)(C)C.Cl. Product: [N:1]1[CH:6]=[CH:5][CH:4]=[CH:3][C:2]=1[CH2:7][C:8]([N:10]1[C:18]2[C:13](=[CH:14][C:15]([NH:19][C:33]([C:29]3[CH2:30][CH2:31][CH2:32][C:28]=3[C:25]3[CH:24]=[CH:23][C:22]([C:21]([F:20])([F:36])[F:37])=[CH:27][CH:26]=3)=[O:34])=[CH:16][CH:17]=2)[CH2:12][CH2:11]1)=[O:9]. The catalyst class is: 255. (7) Reactant: Cl[CH:2]([O:4][C:5](=[O:9])[CH:6]([CH3:8])[CH3:7])[CH3:3].[Na+].[I-:11]. Product: [I:11][CH:2]([O:4][C:5](=[O:9])[CH:6]([CH3:8])[CH3:7])[CH3:3]. The catalyst class is: 23.